Dataset: Catalyst prediction with 721,799 reactions and 888 catalyst types from USPTO. Task: Predict which catalyst facilitates the given reaction. (1) The catalyst class is: 5. Product: [ClH:25].[CH2:22]([C:17]1[CH:18]=[C:19]([CH2:20][CH3:21])[N:15]([CH2:14][C@H:11]2[CH2:10][CH2:9][C@H:8]([NH2:7])[CH2:13][CH2:12]2)[N:16]=1)[CH3:23]. Reactant: C(OC(=O)[NH:7][C@H:8]1[CH2:13][CH2:12][C@H:11]([CH2:14][N:15]2[C:19]([CH2:20][CH3:21])=[CH:18][C:17]([CH2:22][CH3:23])=[N:16]2)[CH2:10][CH2:9]1)(C)(C)C.[ClH:25].O1CCOCC1. (2) Reactant: [F:1][C:2]1[CH:3]=[C:4]2[C:9](=[CH:10][C:11]=1[F:12])[N:8]=[C:7]([CH2:13][O:14][C:15]1[CH:16]=[CH:17][C:18]3[O:28][CH2:27][C:22]4=[N:23][CH:24]=[CH:25][CH:26]=[C:21]4[CH:20]([S:29][CH2:30][CH2:31][C:32]([OH:34])=O)[C:19]=3[CH:35]=1)[CH:6]=[CH:5]2.C(N1C=CN=C1)([N:38]1C=CN=C1)=O.N. Product: [F:1][C:2]1[CH:3]=[C:4]2[C:9](=[CH:10][C:11]=1[F:12])[N:8]=[C:7]([CH2:13][O:14][C:15]1[CH:16]=[CH:17][C:18]3[O:28][CH2:27][C:22]4[N:23]=[CH:24][CH:25]=[CH:26][C:21]=4[CH:20]([S:29][CH2:30][CH2:31][C:32]([NH2:38])=[O:34])[C:19]=3[CH:35]=1)[CH:6]=[CH:5]2. The catalyst class is: 1.